This data is from Full USPTO retrosynthesis dataset with 1.9M reactions from patents (1976-2016). The task is: Predict the reactants needed to synthesize the given product. (1) The reactants are: [C:1]([OH:10])(=O)[C:2]1[C:3](=[CH:5][CH:6]=[CH:7][CH:8]=1)[NH2:4].[CH3:11][NH2:12].[CH3:13][C:14]1[CH:21]=[C:20]([O:22][CH3:23])[CH:19]=[CH:18][C:15]=1[CH:16]=O.OC1[CH2:30][CH2:29][N:28](C(OC(C)(C)C)=O)[CH2:27][CH2:26]1.[C:38]1(=O)[CH2:42][CH2:41][CH2:40][CH2:39]1. Given the product [CH3:11][N:12]1[C:1](=[O:10])[C:2]2[C:3](=[CH:5][CH:6]=[CH:7][CH:8]=2)[N:4]=[C:16]1[C:15]1[CH:18]=[CH:19][C:20]([O:22][CH:23]2[CH2:30][CH2:29][N:28]([CH:38]3[CH2:42][CH2:41][CH2:40][CH2:39]3)[CH2:27][CH2:26]2)=[CH:21][C:14]=1[CH3:13], predict the reactants needed to synthesize it. (2) Given the product [C:1]([O:4][C@@H:5]1[C@@H:19]([O:20][C:21](=[O:23])[CH3:22])[C@H:18]([O:24][C:25](=[O:27])[CH3:26])[CH2:17][S:16][C@H:6]1[O:7][C:8]1[C:9]([Cl:15])=[N:10][C:11]([C:35]2[C:30]([O:29][CH3:28])=[N:31][CH:32]=[CH:33][CH:34]=2)=[CH:12][CH:13]=1)(=[O:3])[CH3:2], predict the reactants needed to synthesize it. The reactants are: [C:1]([O:4][C@@H:5]1[C@@H:19]([O:20][C:21](=[O:23])[CH3:22])[C@H:18]([O:24][C:25](=[O:27])[CH3:26])[CH2:17][S:16][C@H:6]1[O:7][C:8]1[C:9]([Cl:15])=[N:10][C:11](I)=[CH:12][CH:13]=1)(=[O:3])[CH3:2].[CH3:28][O:29][C:30]1[C:35](B(O)O)=[CH:34][CH:33]=[CH:32][N:31]=1. (3) Given the product [NH2:28][C@H:22]1[C:21](=[O:36])[O:20][CH2:19][C@@H:18]([C:37]2[CH:42]=[CH:41][CH:40]=[CH:39][CH:38]=2)[NH:17][C:16](=[O:15])[CH2:27][CH2:26][CH:25]=[CH:24][CH2:23]1, predict the reactants needed to synthesize it. The reactants are: FC(F)(F)C(O)=O.C([SiH](CC)CC)C.[O:15]=[C:16]1[CH2:27][CH2:26][CH:25]=[CH:24][CH2:23][C@@H:22]([NH:28]C(=O)OC(C)(C)C)[C:21](=[O:36])[O:20][CH2:19][C@@H:18]([C:37]2[CH:42]=[CH:41][CH:40]=[CH:39][CH:38]=2)[NH:17]1. (4) Given the product [NH2:24][C:19]1[CH:20]=[CH:21][CH:22]=[CH:23][C:18]=1[C:6]1[C:5]([NH2:9])=[CH:4][N:3]=[C:2]([Cl:1])[N:7]=1, predict the reactants needed to synthesize it. The reactants are: [Cl:1][C:2]1[N:7]=[C:6](Cl)[C:5]([NH2:9])=[CH:4][N:3]=1.CC1(C)C(C)(C)OB([C:18]2[CH:23]=[CH:22][CH:21]=[CH:20][C:19]=2[NH2:24])O1.C([O-])([O-])=O.[Na+].[Na+]. (5) Given the product [Cl:1][C:2]1[N:3]=[CH:4][C:5]([CH2:6][OH:7])=[C:11]([NH:14][CH3:15])[C:12]=1[CH3:13], predict the reactants needed to synthesize it. The reactants are: [Cl:1][C:2]1[C:12]([CH3:13])=[C:11]([NH:14][CH3:15])[C:5]([C:6](OCC)=[O:7])=[CH:4][N:3]=1.[H-].[Al+3].[Li+].[H-].[H-].[H-]. (6) Given the product [Br:1][C:2]1[CH:25]=[CH:24][C:5]([CH2:6][N:7]([CH2:18][CH:19]([O:20][CH3:21])[O:22][CH3:23])[S:8]([C:11]2[CH:16]=[CH:15][C:14]([CH3:17])=[CH:13][CH:12]=2)(=[O:10])=[O:9])=[CH:4][C:3]=1[Cl:41], predict the reactants needed to synthesize it. The reactants are: [Br:1][C:2]1[CH:25]=[CH:24][C:5]([CH2:6][N:7]([CH2:18][CH:19]([O:22][CH3:23])[O:20][CH3:21])[S:8]([C:11]2[CH:16]=[CH:15][C:14]([CH3:17])=[CH:13][CH:12]=2)(=[O:10])=[O:9])=[CH:4][CH:3]=1.BrC1C=CC(CNCC(OC)OC)=CC=1[Cl:41].